Task: Predict which catalyst facilitates the given reaction.. Dataset: Catalyst prediction with 721,799 reactions and 888 catalyst types from USPTO Reactant: [Br:1][C:2]1[CH:10]=[C:9]2[C:5]([CH:6]=[N:7][NH:8]2)=[CH:4][CH:3]=1.[H-].[Na+].Cl[C:14]1[N:19]=[CH:18][N:17]=[C:16]([NH:20][C:21]2[C:22]([O:27][CH3:28])=[N:23][CH:24]=[CH:25][CH:26]=2)[N:15]=1. Product: [Br:1][C:2]1[CH:10]=[C:9]2[C:5]([CH:6]=[N:7][N:8]2[C:14]2[N:19]=[CH:18][N:17]=[C:16]([NH:20][C:21]3[C:22]([O:27][CH3:28])=[N:23][CH:24]=[CH:25][CH:26]=3)[N:15]=2)=[CH:4][CH:3]=1. The catalyst class is: 3.